Dataset: Peptide-MHC class I binding affinity with 185,985 pairs from IEDB/IMGT. Task: Regression. Given a peptide amino acid sequence and an MHC pseudo amino acid sequence, predict their binding affinity value. This is MHC class I binding data. (1) The peptide sequence is LLSCIRNASK. The MHC is HLA-A33:01 with pseudo-sequence HLA-A33:01. The binding affinity (normalized) is 0.102. (2) The peptide sequence is QPWTPVSSF. The binding affinity (normalized) is 0.0847. The MHC is HLA-B27:05 with pseudo-sequence HLA-B27:05. (3) The peptide sequence is ALNSVANRSK. The MHC is HLA-A31:01 with pseudo-sequence HLA-A31:01. The binding affinity (normalized) is 0.451. (4) The peptide sequence is YRVRNVQTL. The MHC is HLA-C07:01 with pseudo-sequence HLA-C07:01. The binding affinity (normalized) is 0.750. (5) The peptide sequence is FLAVFQSAT. The MHC is HLA-A02:01 with pseudo-sequence HLA-A02:01. The binding affinity (normalized) is 0.902.